Dataset: Full USPTO retrosynthesis dataset with 1.9M reactions from patents (1976-2016). Task: Predict the reactants needed to synthesize the given product. (1) Given the product [N:12]([C:15](=[CH:5][C:4]1[CH:7]=[CH:8][C:9]([O:10][CH3:11])=[C:2]([CH3:1])[CH:3]=1)[C:16]([O:18][CH3:19])=[O:17])=[N+:13]=[N-:14], predict the reactants needed to synthesize it. The reactants are: [CH3:1][C:2]1[CH:3]=[C:4]([CH:7]=[CH:8][C:9]=1[O:10][CH3:11])[CH:5]=O.[N:12]([CH2:15][C:16]([O:18][CH3:19])=[O:17])=[N+:13]=[N-:14].CO[Na].[Cl-].[NH4+]. (2) Given the product [F:32][C:18]([F:17])([F:33])[C:19]1[CH:31]=[CH:30][C:22]2[CH:23]=[C:24]([CH2:26][OH:27])[S:25][C:21]=2[CH:20]=1, predict the reactants needed to synthesize it. The reactants are: CC1C2C=C(C(F)(F)F)C=CC=2SC=1CO.[F:17][C:18]([F:33])([F:32])[C:19]1[CH:31]=[CH:30][C:22]2[CH:23]=[C:24]([C:26](OC)=[O:27])[S:25][C:21]=2[CH:20]=1.